From a dataset of Catalyst prediction with 721,799 reactions and 888 catalyst types from USPTO. Predict which catalyst facilitates the given reaction. (1) Reactant: [N:1]1[CH:6]=[CH:5][CH:4]=[C:3]([C:7]2[S:8][C:9]([NH2:12])=[CH:10][N:11]=2)[CH:2]=1.[Cl:13]N1C(=O)CCC1=O. Product: [ClH:13].[Cl:13][C:10]1[N:11]=[C:7]([C:3]2[CH:2]=[N:1][CH:6]=[CH:5][CH:4]=2)[S:8][C:9]=1[NH2:12]. The catalyst class is: 12. (2) Reactant: [CH2:1]([O:8][C:9]1[C:13](=[CH:14][C:15]2[NH:16][C:17]([CH3:20])=[CH:18][CH:19]=2)[NH:12][C:11](=[O:21])[CH:10]=1)[C:2]1[CH:7]=[CH:6][CH:5]=[CH:4][CH:3]=1.[F:22][C:23]([F:36])([F:35])[S:24](O[S:24]([C:23]([F:36])([F:35])[F:22])(=[O:26])=[O:25])(=[O:26])=[O:25].C([O-])(O)=O.[Na+]. Product: [F:22][C:23]([F:36])([F:35])[S:24]([O:21][C:11]1[NH:12][C:13]([CH:14]=[C:15]2[CH:19]=[CH:18][C:17]([CH3:20])=[N:16]2)=[C:9]([O:8][CH2:1][C:2]2[CH:7]=[CH:6][CH:5]=[CH:4][CH:3]=2)[CH:10]=1)(=[O:26])=[O:25]. The catalyst class is: 4. (3) Reactant: [Cl:1][C:2]1[C:3]([F:23])=[C:4]([NH:9][C:10]2[C:19]3[C:14](=[CH:15][C:16]([O:21][CH3:22])=[C:17]([NH2:20])[CH:18]=3)[N:13]=[CH:12][N:11]=2)[CH:5]=[CH:6][C:7]=1[Cl:8].[Br:24][CH2:25]/[CH:26]=[CH:27]/[C:28](Cl)=[O:29]. Product: [Br:24][CH2:25]/[CH:26]=[CH:27]/[C:28]([NH:20][C:17]1[CH:18]=[C:19]2[C:14](=[CH:15][C:16]=1[O:21][CH3:22])[N:13]=[CH:12][N:11]=[C:10]2[NH:9][C:4]1[CH:5]=[CH:6][C:7]([Cl:8])=[C:2]([Cl:1])[C:3]=1[F:23])=[O:29]. The catalyst class is: 1. (4) Product: [N:1]1[C:9]2[CH2:8][CH:7]([NH:11][C:13](=[O:15])[CH3:14])[CH2:6][C:5]=2[CH:4]=[CH:3][CH:2]=1. Reactant: [N:1]1[C:9]2[C:8](=O)[C:7](=[N:11]O)[CH2:6][C:5]=2[CH:4]=[CH:3][CH:2]=1.[C:13](OC(=O)C)(=[O:15])[CH3:14]. The catalyst class is: 285. (5) Reactant: [F:1][C:2]1[C:7]([F:8])=[CH:6][CH:5]=[CH:4][C:3]=1[S:9]C(=O)N(C)C. Product: [F:1][C:2]1[C:7]([F:8])=[CH:6][CH:5]=[CH:4][C:3]=1[SH:9]. The catalyst class is: 275.